From a dataset of Full USPTO retrosynthesis dataset with 1.9M reactions from patents (1976-2016). Predict the reactants needed to synthesize the given product. (1) Given the product [CH2:1]([N:3]1[C:9]2[N:10]=[CH:11][C:12]([CH2:14][CH2:15][O:16][C:17]3[CH:22]=[CH:21][C:20]([NH2:23])=[CH:19][C:18]=3[CH3:31])=[CH:13][C:8]=2[C:7](=[O:32])[N:6]([CH3:33])[C:5]2[CH:34]=[CH:35][CH:36]=[N:37][C:4]1=2)[CH3:2], predict the reactants needed to synthesize it. The reactants are: [CH2:1]([N:3]1[C:9]2[N:10]=[CH:11][C:12]([CH2:14][CH2:15][O:16][C:17]3[CH:22]=[CH:21][C:20]([NH:23]C(=O)OC(C)(C)C)=[CH:19][C:18]=3[CH3:31])=[CH:13][C:8]=2[C:7](=[O:32])[N:6]([CH3:33])[C:5]2[CH:34]=[CH:35][CH:36]=[N:37][C:4]1=2)[CH3:2].Cl.O1CCOCC1. (2) Given the product [Cl:1][C:2]1[NH:10][C:9]2[C:8](=[O:14])[N:7]([CH2:15][C:16]#[N:17])[C:6](=[O:18])[N:5]([CH2:19][C:20]#[N:21])[C:4]=2[N:3]=1, predict the reactants needed to synthesize it. The reactants are: [Cl:1][C:2]1[N:10](CC=C)[C:9]2[C:8](=[O:14])[N:7]([CH2:15][C:16]#[N:17])[C:6](=[O:18])[N:5]([CH2:19][C:20]#[N:21])[C:4]=2[N:3]=1.ClC1NC2C(=O)NC(=O)N(CC#N)C=2N=1. (3) The reactants are: [NH2:1][CH:2]1[CH2:7][N:6]2[N:8]=[C:9]([C:13]3[CH:18]=[CH:17][C:16]([O:19][C:20]4[CH:25]=[CH:24][CH:23]=[CH:22][CH:21]=4)=[CH:15][CH:14]=3)[C:10]([C:11]#[N:12])=[C:5]2[NH:4][CH2:3]1.ClCCC(NC1C=C(C2N3N=C(C4C=CC(OC5C=CC=CC=5)=CC=4)C(C(N)=O)=C3NCC2)C=CC=1)=[O:30]. Given the product [NH2:1][CH:2]1[CH2:7][N:6]2[N:8]=[C:9]([C:13]3[CH:14]=[CH:15][C:16]([O:19][C:20]4[CH:21]=[CH:22][CH:23]=[CH:24][CH:25]=4)=[CH:17][CH:18]=3)[C:10]([C:11]([NH2:12])=[O:30])=[C:5]2[NH:4][CH2:3]1, predict the reactants needed to synthesize it. (4) Given the product [C:25]([O:12][CH:10]([NH2:11])[CH2:9][C:8]1([CH2:1][C:2]2[CH:3]=[CH:4][CH:5]=[CH:6][CH:7]=2)[CH:13]=[CH:14][C:15]([CH2:18][C:19]2[CH:24]=[CH:23][CH:22]=[CH:21][CH:20]=2)=[CH:16][CH2:17]1)(=[O:28])[CH:26]=[CH2:27], predict the reactants needed to synthesize it. The reactants are: [CH2:1]([C:8]1([CH:17]=[CH:16][C:15]([CH2:18][C:19]2[CH:24]=[CH:23][CH:22]=[CH:21][CH:20]=2)=[CH:14][CH2:13]1)[CH2:9][CH:10]([OH:12])[NH2:11])[C:2]1[CH:7]=[CH:6][CH:5]=[CH:4][CH:3]=1.[C:25](O)(=[O:28])[CH:26]=[CH2:27].CC1C=CC(S(O)(=O)=O)=CC=1.C1(N=C=NC2CCCCC2)CCCCC1.N1(C2C=CN=CC=2)CCCC1. (5) Given the product [CH3:30][C:31]1[CH:36]=[CH:35][C:34]([S:37]([O:15][CH2:14][CH2:13][CH2:12][O:11][CH2:10][CH2:9][N:8]([CH2:1][C:2]2[CH:3]=[CH:4][CH:5]=[CH:6][CH:7]=2)[CH2:16][C:17]2[CH:18]=[CH:19][CH:20]=[CH:21][CH:22]=2)(=[O:39])=[O:38])=[CH:33][CH:32]=1, predict the reactants needed to synthesize it. The reactants are: [CH2:1]([N:8]([CH2:16][C:17]1[CH:22]=[CH:21][CH:20]=[CH:19][CH:18]=1)[CH2:9][CH2:10][O:11][CH2:12][CH2:13][CH2:14][OH:15])[C:2]1[CH:7]=[CH:6][CH:5]=[CH:4][CH:3]=1.CCN(CC)CC.[CH3:30][C:31]1[CH:36]=[CH:35][C:34]([S:37](Cl)(=[O:39])=[O:38])=[CH:33][CH:32]=1. (6) Given the product [C:40]([NH:39][C:32]1[S:33][CH2:34][CH:35]2[CH2:36][N:37]([C:9]([O:11][C:12]([CH3:13])([CH3:14])[CH3:15])=[O:10])[CH2:38][C:30]2([C:28]2[CH:29]=[C:24]([Br:23])[CH:25]=[CH:26][C:27]=2[F:48])[N:31]=1)(=[O:47])[C:41]1[CH:42]=[CH:43][CH:44]=[CH:45][CH:46]=1, predict the reactants needed to synthesize it. The reactants are: [C:12]([O:11][C:9](O[C:9]([O:11][C:12]([CH3:15])([CH3:14])[CH3:13])=[O:10])=[O:10])([CH3:15])([CH3:14])[CH3:13].C(N(CC)CC)C.[Br:23][C:24]1[CH:25]=[CH:26][C:27]([F:48])=[C:28]([C:30]23[CH2:38][NH:37][CH2:36][CH:35]2[CH2:34][S:33][C:32]([NH:39][C:40](=[O:47])[C:41]2[CH:46]=[CH:45][CH:44]=[CH:43][CH:42]=2)=[N:31]3)[CH:29]=1. (7) Given the product [Cl:39][C:36]1[CH:35]=[N:34][C:33]([N:29]2[CH2:30][CH2:31][CH:26]([N:11]([CH:8]3[CH2:10][CH2:9]3)[C:12](=[O:25])[C:13]3[CH:14]=[CH:15][C:16]([C:19]4[O:23][CH:22]=[N:21][C:20]=4[CH3:24])=[CH:17][CH:18]=3)[CH2:27][CH2:28]2)=[N:38][CH:37]=1, predict the reactants needed to synthesize it. The reactants are: FC(F)(F)C(O)=O.[CH:8]1([N:11]([CH:26]2[CH2:31][CH2:30][NH:29][CH2:28][CH2:27]2)[C:12](=[O:25])[C:13]2[CH:18]=[CH:17][C:16]([C:19]3[O:23][CH:22]=[N:21][C:20]=3[CH3:24])=[CH:15][CH:14]=2)[CH2:10][CH2:9]1.Cl[C:33]1[N:38]=[CH:37][C:36]([Cl:39])=[CH:35][N:34]=1.